From a dataset of Forward reaction prediction with 1.9M reactions from USPTO patents (1976-2016). Predict the product of the given reaction. (1) Given the reactants Cl[C:2]1[N:7]=[C:6]([NH:8][C@H:9]([C:12]2[CH:17]=[CH:16][CH:15]=[CH:14][CH:13]=2)[CH2:10][OH:11])[CH:5]=[N:4][CH:3]=1.[CH3:18][O:19][C:20]1[CH:25]=[C:24](B2OC(C)(C)C(C)(C)O2)[CH:23]=[CH:22][C:21]=1[OH:35], predict the reaction product. The product is: [OH:11][CH2:10][C@H:9]([NH:8][C:6]1[N:7]=[C:2]([C:24]2[CH:23]=[CH:22][C:21]([OH:35])=[C:20]([O:19][CH3:18])[CH:25]=2)[CH:3]=[N:4][CH:5]=1)[C:12]1[CH:17]=[CH:16][CH:15]=[CH:14][CH:13]=1. (2) Given the reactants [Cl:1][C:2]1[CH:3]=[C:4]([C:8]2[C:12]([C:13]3[CH:18]=[CH:17][NH:16][C:15](=[N:19]N)[CH:14]=3)=[CH:11][NH:10][N:9]=2)[CH:5]=[CH:6][CH:7]=1.[CH2:21](N)[CH3:22], predict the reaction product. The product is: [Cl:1][C:2]1[CH:3]=[C:4]([C:8]2[C:12]([C:13]3[CH:18]=[CH:17][N:16]=[C:15]([NH:19][CH2:21][CH3:22])[CH:14]=3)=[CH:11][NH:10][N:9]=2)[CH:5]=[CH:6][CH:7]=1. (3) Given the reactants Br[C:2]1[CH:3]=[C:4]2[CH:10]=[C:9]([CH:11]3[CH2:16][CH2:15][CH2:14][CH2:13][CH2:12]3)[NH:8][C:5]2=[N:6][CH:7]=1.[B:17]1([B:17]2[O:21][C:20]([CH3:23])([CH3:22])[C:19]([CH3:25])([CH3:24])[O:18]2)[O:21][C:20]([CH3:23])([CH3:22])[C:19]([CH3:25])([CH3:24])[O:18]1.C([O-])(=O)C.[K+], predict the reaction product. The product is: [CH:11]1([C:9]2[NH:8][C:5]3=[N:6][CH:7]=[C:2]([B:17]4[O:21][C:20]([CH3:23])([CH3:22])[C:19]([CH3:25])([CH3:24])[O:18]4)[CH:3]=[C:4]3[CH:10]=2)[CH2:16][CH2:15][CH2:14][CH2:13][CH2:12]1. (4) Given the reactants [CH3:1][N:2](C(OC(C)(C)C)=O)[NH:3][C:4]([O:6][CH2:7][C:8]1[CH:13]=[CH:12][CH:11]=[CH:10][CH:9]=1)=[O:5].FC(F)(F)C(O)=O, predict the reaction product. The product is: [CH3:1][NH:2][NH:3][C:4]([O:6][CH2:7][C:8]1[CH:13]=[CH:12][CH:11]=[CH:10][CH:9]=1)=[O:5]. (5) Given the reactants [OH:1][CH:2]1[CH2:6][CH2:5][O:4][CH2:3]1.[CH3:7][S:8](Cl)(=[O:10])=[O:9].C(N(CC)CC)C, predict the reaction product. The product is: [CH3:7][S:8]([O:1][CH:2]1[CH2:6][CH2:5][O:4][CH2:3]1)(=[O:10])=[O:9]. (6) Given the reactants [Cl:1][C:2]1[CH:3]=[C:4]([CH:8]=[C:9]([N+:11]([O-])=O)[CH:10]=1)[C:5]([OH:7])=[O:6].O, predict the reaction product. The product is: [ClH:1].[NH2:11][C:9]1[CH:8]=[C:4]([CH:3]=[C:2]([Cl:1])[CH:10]=1)[C:5]([OH:7])=[O:6]. (7) Given the reactants Cl[C:2]1[C:11]([C:12]2[NH:16][N:15]=[N:14][N:13]=2)=[C:10]([C:17]2[CH:22]=[CH:21][CH:20]=[CH:19][CH:18]=2)[C:9]2[C:4](=[CH:5][C:6]([F:24])=[C:7]([Cl:23])[CH:8]=2)[N:3]=1.[CH2:25]([NH:27][CH2:28][CH3:29])[CH3:26], predict the reaction product. The product is: [Cl:23][C:7]1[CH:8]=[C:9]2[C:4](=[CH:5][C:6]=1[F:24])[N:3]=[C:2]([N:27]([CH2:28][CH3:29])[CH2:25][CH3:26])[C:11]([C:12]1[N:13]=[N:14][NH:15][N:16]=1)=[C:10]2[C:17]1[CH:22]=[CH:21][CH:20]=[CH:19][CH:18]=1. (8) Given the reactants [C:1]([O:5][C:6]([NH:8][C:9]1([C:12](OC)=[O:13])[CH2:11][CH2:10]1)=[O:7])([CH3:4])([CH3:3])[CH3:2].[BH4-].[Li+], predict the reaction product. The product is: [C:6]([NH:8][C:9]1([CH2:12][OH:13])[CH2:11][CH2:10]1)([O:5][C:1]([CH3:4])([CH3:3])[CH3:2])=[O:7].